From a dataset of Catalyst prediction with 721,799 reactions and 888 catalyst types from USPTO. Predict which catalyst facilitates the given reaction. Reactant: CO[CH:3](OC)[N:4]([CH3:6])[CH3:5].[Cl:9][C:10]1[CH:15]=[CH:14][C:13]([C:16](=[O:24])[C:17]2[CH:22]=[CH:21][C:20]([OH:23])=[CH:19][CH:18]=2)=[CH:12][C:11]=1[S:25]([NH2:28])(=[O:27])=[O:26]. Product: [Cl:9][C:10]1[CH:15]=[CH:14][C:13]([C:16](=[O:24])[C:17]2[CH:18]=[CH:19][C:20]([OH:23])=[CH:21][CH:22]=2)=[CH:12][C:11]=1[S:25]([N:28]=[CH:3][N:4]([CH3:5])[CH3:6])(=[O:27])=[O:26]. The catalyst class is: 10.